From a dataset of Forward reaction prediction with 1.9M reactions from USPTO patents (1976-2016). Predict the product of the given reaction. (1) Given the reactants [OH:1][C:2]1[CH:7]=[CH:6][CH:5]=[CH:4][C:3]=1[C:8]1[N:13]=[C:12]([N:14]2[C:18]([C:19]([F:22])([F:21])[F:20])=[C:17]([C:23]([O:25][CH2:26][CH3:27])=[O:24])[CH:16]=[N:15]2)[CH:11]=[CH:10][CH:9]=1.[O:28]1[C:32]2([CH2:37][CH2:36][CH:35]([C:38]3[CH:43]=[CH:42][C:41]([CH2:44]O)=[CH:40][CH:39]=3)[CH2:34][CH2:33]2)[O:31][CH2:30][CH2:29]1.C1(P(C2C=CC=CC=2)C2C=CC=CC=2)C=CC=CC=1.N(C(OC(C)C)=O)=NC(OC(C)C)=O, predict the reaction product. The product is: [O:28]1[C:32]2([CH2:33][CH2:34][CH:35]([C:38]3[CH:43]=[CH:42][C:41]([CH2:44][O:1][C:2]4[CH:7]=[CH:6][CH:5]=[CH:4][C:3]=4[C:8]4[N:13]=[C:12]([N:14]5[C:18]([C:19]([F:22])([F:21])[F:20])=[C:17]([C:23]([O:25][CH2:26][CH3:27])=[O:24])[CH:16]=[N:15]5)[CH:11]=[CH:10][CH:9]=4)=[CH:40][CH:39]=3)[CH2:36][CH2:37]2)[O:31][CH2:30][CH2:29]1. (2) Given the reactants [C:1]([NH:4][C:5]1[CH:13]=[CH:12][CH:11]=[C:10]2[C:6]=1[C:7](=[O:33])[N:8]([CH:15]([C:20]1[CH:25]=[CH:24][C:23]([O:26][CH:27]([F:29])[F:28])=[C:22]([O:30][CH2:31][CH3:32])[CH:21]=1)[CH2:16][C:17]([OH:19])=O)[C:9]2=[O:14])(=[O:3])[CH3:2].C(N1C=CN=C1)(N1C=CN=C1)=O.[NH:46]1[CH2:51][CH2:50][O:49][CH2:48][CH2:47]1.O, predict the reaction product. The product is: [F:28][CH:27]([F:29])[O:26][C:23]1[CH:24]=[CH:25][C:20]([CH:15]([N:8]2[C:7](=[O:33])[C:6]3[C:10](=[CH:11][CH:12]=[CH:13][C:5]=3[NH:4][C:1](=[O:3])[CH3:2])[C:9]2=[O:14])[CH2:16][C:17]([N:46]2[CH2:51][CH2:50][O:49][CH2:48][CH2:47]2)=[O:19])=[CH:21][C:22]=1[O:30][CH2:31][CH3:32].